Regression. Given two drug SMILES strings and cell line genomic features, predict the synergy score measuring deviation from expected non-interaction effect. From a dataset of NCI-60 drug combinations with 297,098 pairs across 59 cell lines. Synergy scores: CSS=28.0, Synergy_ZIP=-3.34, Synergy_Bliss=-7.41, Synergy_Loewe=-3.37, Synergy_HSA=-5.36. Drug 2: C1=CC(=CC=C1C#N)C(C2=CC=C(C=C2)C#N)N3C=NC=N3. Drug 1: C1=CC(=CC=C1CCCC(=O)O)N(CCCl)CCCl. Cell line: CAKI-1.